This data is from Catalyst prediction with 721,799 reactions and 888 catalyst types from USPTO. The task is: Predict which catalyst facilitates the given reaction. (1) Reactant: Cl.C[N:3](C)CCCN=C=NCC.[C:13]([O:17][C:18]([NH:20][C:21]([CH3:35])([CH3:34])[CH2:22][C:23]1[N:27]([CH2:28][CH2:29][CH3:30])[N:26]=[C:25]([C:31](O)=[O:32])[CH:24]=1)=[O:19])([CH3:16])([CH3:15])[CH3:14].ON1C2C=CC=CC=2N=N1.[OH-].[NH4+]. Product: [NH2:3][C:31]([C:25]1[CH:24]=[C:23]([CH2:22][C:21]([NH:20][C:18](=[O:19])[O:17][C:13]([CH3:16])([CH3:15])[CH3:14])([CH3:35])[CH3:34])[N:27]([CH2:28][CH2:29][CH3:30])[N:26]=1)=[O:32]. The catalyst class is: 18. (2) Reactant: [F:1][C:2]1[C:10]([CH:11]=[CH2:12])=[CH:9][CH:8]=[C:7]2[C:3]=1[CH2:4][O:5][C:6]2=[O:13].C1C=C(Cl)C=C(C(OO)=[O:22])C=1. Product: [F:1][C:2]1[C:10]([CH:11]2[CH2:12][O:22]2)=[CH:9][CH:8]=[C:7]2[C:3]=1[CH2:4][O:5][C:6]2=[O:13]. The catalyst class is: 2.